This data is from Catalyst prediction with 721,799 reactions and 888 catalyst types from USPTO. The task is: Predict which catalyst facilitates the given reaction. (1) Reactant: [F:1][C:2]1[CH:7]=[C:6]([N:8]2[CH2:12][C@H:11]([CH2:13][N:14]3[CH:18]=[CH:17][N:16]=[N:15]3)[O:10][C:9]2=[O:19])[CH:5]=[CH:4][C:3]=1[C:20]1[CH:21]=[CH:22][C:23]([C:26]2[CH2:30][C@@H:29]([CH2:31][O:32][CH2:33][C:34]([O:36]C(C)(C)C)=[O:35])[O:28][N:27]=2)=[N:24][CH:25]=1.FC(F)(F)C(O)=O. Product: [F:1][C:2]1[CH:7]=[C:6]([N:8]2[CH2:12][C@H:11]([CH2:13][N:14]3[CH:18]=[CH:17][N:16]=[N:15]3)[O:10][C:9]2=[O:19])[CH:5]=[CH:4][C:3]=1[C:20]1[CH:21]=[CH:22][C:23]([C:26]2[CH2:30][C@@H:29]([CH2:31][O:32][CH2:33][C:34]([OH:36])=[O:35])[O:28][N:27]=2)=[N:24][CH:25]=1. The catalyst class is: 27. (2) Reactant: C([O:3][C:4](=[O:23])[C:5]([O:15][C:16]1[CH:21]=[CH:20][CH:19]=[C:18]([F:22])[CH:17]=1)([CH3:14])[CH2:6][C:7]1[CH:12]=[CH:11][C:10]([OH:13])=[CH:9][CH:8]=1)C.[CH3:24][C:25]1[O:29][C:28]([C:30]2[CH:35]=[CH:34][C:33]([C:36]3[CH:41]=[CH:40][CH:39]=[CH:38][CH:37]=3)=[CH:32][CH:31]=2)=[N:27][C:26]=1[CH2:42][CH2:43]OS(C1C=CC(C)=CC=1)(=O)=O.C([O-])([O-])=O.[K+].[K+].[OH-].[Na+]. Product: [C:33]1([C:36]2[CH:37]=[CH:38][CH:39]=[CH:40][CH:41]=2)[CH:34]=[CH:35][C:30]([C:28]2[O:29][C:25]([CH3:24])=[C:26]([CH2:42][CH2:43][O:13][C:10]3[CH:11]=[CH:12][C:7]([CH2:6][C:5]([O:15][C:16]4[CH:21]=[CH:20][CH:19]=[C:18]([F:22])[CH:17]=4)([CH3:14])[C:4]([OH:3])=[O:23])=[CH:8][CH:9]=3)[N:27]=2)=[CH:31][CH:32]=1. The catalyst class is: 8. (3) Reactant: [Cl:1][C:2]1[CH:10]=[CH:9][C:5]([C:6]([OH:8])=O)=[C:4]([SH:11])[CH:3]=1.[C:12]([C:14]1[CH:19]=[C:18]([CH3:20])[CH:17]=[CH:16][N:15]=1)#[N:13]. The catalyst class is: 17. Product: [Cl:1][C:2]1[CH:10]=[CH:9][C:5]2[C:6](=[O:8])[N:13]=[C:12]([C:14]3[CH:19]=[C:18]([CH3:20])[CH:17]=[CH:16][N:15]=3)[S:11][C:4]=2[CH:3]=1. (4) Reactant: C(=O)(O)[O-].[Na+].[Br:6][C:7]1[CH:14]=[C:13]([CH3:15])[CH:12]=[C:11]([Br:16])[C:8]=1[CH:9]=O.Cl.[CH3:18][O:19][C:20]1[CH:25]=[CH:24][C:23]([NH:26][NH2:27])=[CH:22][CH:21]=1. Product: [CH3:18][O:19][C:20]1[CH:25]=[CH:24][C:23]([NH:26][N:27]=[CH:9][C:8]2[C:7]([Br:6])=[CH:14][C:13]([CH3:15])=[CH:12][C:11]=2[Br:16])=[CH:22][CH:21]=1. The catalyst class is: 5. (5) Reactant: [O:1]=[C:2]1[CH2:8][CH2:7][CH2:6][N:5]([C:9]([O:11][CH2:12][CH3:13])=[O:10])[CH2:4][CH2:3]1.[CH2:14](O)[CH2:15][OH:16]. Product: [O:16]1[C:2]2([CH2:8][CH2:7][CH2:6][N:5]([C:9]([O:11][CH2:12][CH3:13])=[O:10])[CH2:4][CH2:3]2)[O:1][CH2:14][CH2:15]1. The catalyst class is: 626. (6) Reactant: [NH:1]1[CH:5]=[C:4]([C:6]([O:8][CH2:9][CH3:10])=[O:7])[CH:3]=[N:2]1.C(O[K])(C)(C)C.F[C:18]1[CH:23]=[CH:22][C:21]([N+:24]([O-:26])=[O:25])=[CH:20][CH:19]=1. Product: [N+:24]([C:21]1[CH:22]=[CH:23][C:18]([N:1]2[CH:5]=[C:4]([C:6]([O:8][CH2:9][CH3:10])=[O:7])[CH:3]=[N:2]2)=[CH:19][CH:20]=1)([O-:26])=[O:25]. The catalyst class is: 16. (7) Reactant: [F:1][C:2]1[CH:10]=[C:9]([C:11]([F:14])([F:13])[F:12])[CH:8]=[CH:7][C:3]=1[C:4](Cl)=[O:5].[NH2:15][C:16]([CH3:32])([CH2:19][N:20]1[CH:28]=[C:27]2[C:22]([C:23]([Cl:31])=[C:24]([Cl:30])[CH:25]=[C:26]2[Cl:29])=[N:21]1)[C:17]#[N:18]. Product: [C:17]([C:16]([NH:15][C:4](=[O:5])[C:3]1[CH:7]=[CH:8][C:9]([C:11]([F:14])([F:13])[F:12])=[CH:10][C:2]=1[F:1])([CH3:32])[CH2:19][N:20]1[CH:28]=[C:27]2[C:22]([C:23]([Cl:31])=[C:24]([Cl:30])[CH:25]=[C:26]2[Cl:29])=[N:21]1)#[N:18]. The catalyst class is: 1.